From a dataset of Catalyst prediction with 721,799 reactions and 888 catalyst types from USPTO. Predict which catalyst facilitates the given reaction. (1) Reactant: [Br:1][C:2]1[N:7]=[CH:6][C:5]([NH2:8])=[C:4]([NH:9][CH:10]([CH3:12])[CH3:11])[CH:3]=1.C(N(CC)CC)C.[CH3:20][O:21][CH2:22][C:23](Cl)=[O:24]. Product: [Br:1][C:2]1[N:7]=[CH:6][C:5]([NH:8][C:23](=[O:24])[CH2:22][O:21][CH3:20])=[C:4]([NH:9][CH:10]([CH3:12])[CH3:11])[CH:3]=1. The catalyst class is: 46. (2) Reactant: [S:1]1[CH:5]=[CH:4][CH:3]=[CH:2]1.[Li]CCCC.Br[CH2:12][CH2:13][CH2:14][CH2:15][CH2:16][CH3:17]. Product: [CH2:12]([C:2]1[S:1][CH:5]=[CH:4][CH:3]=1)[CH2:13][CH2:14][CH2:15][CH2:16][CH3:17]. The catalyst class is: 1. (3) Reactant: Cl.[Cl:2][C:3]1[N:8]=[CH:7][C:6]([C:9]2[C:10](=[O:16])[NH:11][C:12](=[O:15])[NH:13][CH:14]=2)=[CH:5][CH:4]=1.C([O-])([O-])=O.[K+].[K+].Br[CH2:24][CH2:25][CH:26]([O:29][CH3:30])[O:27][CH3:28]. Product: [Cl:2][C:3]1[N:8]=[CH:7][C:6]([C:9]2[C:10](=[O:16])[NH:11][C:12](=[O:15])[N:13]([CH2:24][CH2:25][CH:26]([O:29][CH3:30])[O:27][CH3:28])[CH:14]=2)=[CH:5][CH:4]=1. The catalyst class is: 3. (4) Reactant: [O:1]1[C:5]2[CH2:6][CH2:7][CH2:8][CH2:9][C:4]=2[C:3]([C:10]2[CH:15]=[CH:14][CH:13]=[CH:12][C:11]=2Br)=[N:2]1.C([Li])CCC.C[CH2:23][O:24]CC. Product: [O:1]1[C:5]2[CH2:6][CH2:7][CH2:8][CH2:9][C:4]=2[C:3]([C:10]2[CH:15]=[CH:14][CH:13]=[CH:12][C:11]=2[CH:23]=[O:24])=[N:2]1. The catalyst class is: 81. (5) Reactant: CC(C[AlH]CC(C)C)C.[Br:10][C:11]1[C:12]([CH2:22][Br:23])=[C:13]([CH:18]=[C:19]([F:21])[CH:20]=1)[C:14](OC)=[O:15]. Product: [Br:10][C:11]1[C:12]([CH2:22][Br:23])=[C:13]([CH2:14][OH:15])[CH:18]=[C:19]([F:21])[CH:20]=1. The catalyst class is: 11. (6) Reactant: [Cl:1][C:2]1[C:9]([OH:10])=[CH:8][CH:7]=[CH:6][C:3]=1[CH:4]=[O:5].Cl[C:12]([F:17])([F:16])C([O-])=O.[Na+].C(=O)([O-])[O-].[K+].[K+].O. Product: [Cl:1][C:2]1[C:9]([O:10][CH:12]([F:17])[F:16])=[CH:8][CH:7]=[CH:6][C:3]=1[CH:4]=[O:5]. The catalyst class is: 9. (7) Reactant: [C:1]([NH:4][C@@H:5]1[C@@H:10]([O:11][C:12](=[O:14])[CH3:13])[C@H:9]([O:15][C:16](=[O:18])[CH3:17])[C@@H:8]([CH2:19][O:20][C:21](=[O:23])[CH3:22])[O:7][C@H:6]1[O:24][C@@H:25]1[C@H:34]([O:35][CH2:36][C:37]2[CH:42]=[CH:41][CH:40]=[CH:39][CH:38]=2)[C@@H:33]([O:43][CH2:44][C:45]2[CH:50]=[CH:49][CH:48]=[CH:47][CH:46]=2)[C@H:32]([CH3:51])[O:31][C@H:26]1[O:27]CC=C)(=[O:3])[CH3:2]. Product: [C:1]([NH:4][C@@H:5]1[C@@H:10]([O:11][C:12](=[O:14])[CH3:13])[C@H:9]([O:15][C:16](=[O:18])[CH3:17])[C@@H:8]([CH2:19][O:20][C:21](=[O:23])[CH3:22])[O:7][C@H:6]1[O:24][C@@H:25]1[C@H:34]([O:35][CH2:36][C:37]2[CH:42]=[CH:41][CH:40]=[CH:39][CH:38]=2)[C@@H:33]([O:43][CH2:44][C:45]2[CH:50]=[CH:49][CH:48]=[CH:47][CH:46]=2)[C@H:32]([CH3:51])[O:31][C@H:26]1[OH:27])(=[O:3])[CH3:2]. The catalyst class is: 1. (8) Reactant: C(N(CC)[C:4]1[CH2:10][CH:9]=[C:8]([C:11]2[CH:16]=[CH:15][CH:14]=[CH:13][CH:12]=2)[CH:7]=[CH:6][N:5]=1)C.[OH2:19]. Product: [C:11]1([C:8]2[CH:7]=[CH:6][NH:5][C:4](=[O:19])[CH2:10][CH:9]=2)[CH:16]=[CH:15][CH:14]=[CH:13][CH:12]=1. The catalyst class is: 141. (9) Reactant: [CH:1]1[C:9]2[C:8]3[CH:10]=[CH:11][CH:12]=[CH:13][C:7]=3[S:6][C:5]=2[C:4](B(O)O)=[CH:3][CH:2]=1.[OH:17]O. Product: [CH:1]1[C:9]2[C:8]3[CH:10]=[CH:11][CH:12]=[CH:13][C:7]=3[S:6][C:5]=2[C:4]([OH:17])=[CH:3][CH:2]=1. The catalyst class is: 8. (10) Reactant: [F:1][C:2]1[CH:3]=[C:4]([CH:18]=[CH:19][CH:20]=1)[CH2:5][O:6][C:7]1[CH:12]=[CH:11][C:10]([CH2:13][CH2:14][NH2:15])=[CH:9][C:8]=1[O:16][CH3:17].C([O-])([O-])=O.[K+].[K+].[I-].[K+].[CH3:29][O:30][C:31](=[O:34])[CH2:32]Br.[ClH:35]. Product: [ClH:35].[CH3:29][O:30][C:31](=[O:34])[CH2:32][NH:15][CH2:14][CH2:13][C:10]1[CH:11]=[CH:12][C:7]([O:6][CH2:5][C:4]2[CH:18]=[CH:19][CH:20]=[C:2]([F:1])[CH:3]=2)=[C:8]([O:16][CH3:17])[CH:9]=1. The catalyst class is: 42.